Dataset: Full USPTO retrosynthesis dataset with 1.9M reactions from patents (1976-2016). Task: Predict the reactants needed to synthesize the given product. (1) Given the product [CH3:30][O:29][C:28]1[CH:27]=[C:26]([C:32](=[O:38])[CH2:33][CH2:34][C:35]([NH:1][C:2]2[S:6][C:5]([CH2:7][CH2:8][C:9]([O:11][CH2:12][CH3:13])=[O:10])=[C:4]([C:14]3[CH:15]=[CH:16][CH:17]=[CH:18][CH:19]=3)[CH:3]=2)=[O:36])[CH:25]=[CH:24][C:23]=1[O:22][CH3:20], predict the reactants needed to synthesize it. The reactants are: [NH2:1][C:2]1[S:6][C:5]([CH2:7][CH2:8][C:9]([O:11][CH2:12][CH3:13])=[O:10])=[C:4]([C:14]2[CH:19]=[CH:18][CH:17]=[CH:16][CH:15]=2)[CH:3]=1.[CH2:20]([O:22][C:23]1[C:28]([O:29][CH2:30]C)=[CH:27][C:26]([C:32](=[O:38])[CH2:33][CH2:34][C:35](O)=[O:36])=[C:25](C)[CH:24]=1)C.C1C=CC2N(O)N=NC=2C=1.CCN=C=NCCCN(C)C. (2) Given the product [CH3:1][C:2]1[CH:7]=[CH:6][C:5]([S:8]([O:11][CH2:12][CH:13]2[CH2:17][C:16]3[CH:18]=[CH:19][CH:20]=[C:21]([C:29]4[CH:28]=[CH:27][CH:26]=[CH:25][C:24]=4[CH3:23])[C:15]=3[O:14]2)(=[O:10])=[O:9])=[CH:4][CH:3]=1, predict the reactants needed to synthesize it. The reactants are: [CH3:1][C:2]1[CH:7]=[CH:6][C:5]([S:8]([O:11][CH2:12][CH:13]2[CH2:17][C:16]3[CH:18]=[CH:19][CH:20]=[C:21](Br)[C:15]=3[O:14]2)(=[O:10])=[O:9])=[CH:4][CH:3]=1.[CH3:23][C:24]1[CH:25]=[C:26](B(O)O)[CH:27]=[CH:28][CH:29]=1.CC(C)([O-])C.[K+].CC1C=CC(S(OCC2CC3C(C4C=CC=CC=4)=CC=CC=3O2)(=O)=O)=CC=1. (3) Given the product [F:27][C:23]1[CH:22]=[C:21]([CH:26]=[CH:25][CH:24]=1)[CH2:20][CH2:19][NH:18][C:4]1[N:3]=[C:2]([N:28]2[CH2:32][CH2:31][CH2:30][CH2:29]2)[CH:17]=[CH:16][C:5]=1[C:6]([NH:8][CH2:9][C:10]1[CH:11]=[N:12][CH:13]=[CH:14][CH:15]=1)=[O:7], predict the reactants needed to synthesize it. The reactants are: Cl[C:2]1[CH:17]=[CH:16][C:5]([C:6]([NH:8][CH2:9][C:10]2[CH:11]=[N:12][CH:13]=[CH:14][CH:15]=2)=[O:7])=[C:4]([NH:18][CH2:19][CH2:20][C:21]2[CH:26]=[CH:25][CH:24]=[C:23]([F:27])[CH:22]=2)[N:3]=1.[NH:28]1[CH2:32][CH2:31][CH2:30][CH2:29]1.